Dataset: NCI-60 drug combinations with 297,098 pairs across 59 cell lines. Task: Regression. Given two drug SMILES strings and cell line genomic features, predict the synergy score measuring deviation from expected non-interaction effect. Drug 1: CC1=C(C=C(C=C1)C(=O)NC2=CC(=CC(=C2)C(F)(F)F)N3C=C(N=C3)C)NC4=NC=CC(=N4)C5=CN=CC=C5. Drug 2: CC1=C(C(=CC=C1)Cl)NC(=O)C2=CN=C(S2)NC3=CC(=NC(=N3)C)N4CCN(CC4)CCO. Cell line: RPMI-8226. Synergy scores: CSS=-5.49, Synergy_ZIP=1.70, Synergy_Bliss=-0.785, Synergy_Loewe=-4.28, Synergy_HSA=-4.46.